Dataset: Full USPTO retrosynthesis dataset with 1.9M reactions from patents (1976-2016). Task: Predict the reactants needed to synthesize the given product. (1) The reactants are: FC(F)(F)C(O)=O.[CH2:8]([N:10]1[CH:14]=[C:13]([CH2:15][N:16]2[C:21]3[CH:22]=[C:23]([C:25]4[CH:30]=[CH:29][CH:28]=[CH:27][CH:26]=4)[S:24][C:20]=3[C:19](=[O:31])[N:18]([CH:32]3[CH2:37][CH2:36][NH:35][CH2:34][CH2:33]3)[C:17]2=[O:38])[N:12]=[N:11]1)[CH3:9].[CH2:39]([O:41][C:42]1[C:51]([O:52][CH3:53])=[CH:50][C:49]2[C:48]([C:54]3[CH:62]=[CH:61][C:57]([C:58](O)=[O:59])=[CH:56][CH:55]=3)=[N:47][C@@H:46]3[CH2:63][CH2:64][S:65][CH2:66][C@@H:45]3[C:44]=2[CH:43]=1)[CH3:40].CCN=C=NCCCN(C)C.C1C=C2N=NN(O)C2=CC=1.O.S([O-])(O)(=O)=O.[K+]. Given the product [CH2:39]([O:41][C:42]1[C:51]([O:52][CH3:53])=[CH:50][C:49]2[C:48]([C:54]3[CH:55]=[CH:56][C:57]([C:58]([N:35]4[CH2:36][CH2:37][CH:32]([N:18]5[C:19](=[O:31])[C:20]6[S:24][C:23]([C:25]7[CH:30]=[CH:29][CH:28]=[CH:27][CH:26]=7)=[CH:22][C:21]=6[N:16]([CH2:15][C:13]6[N:12]=[N:11][N:10]([CH2:8][CH3:9])[CH:14]=6)[C:17]5=[O:38])[CH2:33][CH2:34]4)=[O:59])=[CH:61][CH:62]=3)=[N:47][C@@H:46]3[CH2:63][CH2:64][S:65][CH2:66][C@@H:45]3[C:44]=2[CH:43]=1)[CH3:40], predict the reactants needed to synthesize it. (2) Given the product [C:1]([O:5][C:6]([N:8]1[CH2:13][CH2:12][CH2:11][CH:10]([C:14]2[N:17]=[C:23]([C:22]3[CH:26]=[CH:27][C:19]([F:18])=[CH:20][CH:21]=3)[O:16][N:15]=2)[CH2:9]1)=[O:7])([CH3:4])([CH3:2])[CH3:3], predict the reactants needed to synthesize it. The reactants are: [C:1]([O:5][C:6]([N:8]1[CH2:13][CH2:12][CH2:11][CH:10]([C:14](=[NH:17])[NH:15][OH:16])[CH2:9]1)=[O:7])([CH3:4])([CH3:3])[CH3:2].[F:18][C:19]1[CH:27]=[CH:26][C:22]([C:23](O)=O)=[CH:21][CH:20]=1. (3) The reactants are: [NH2:1][C@@H:2]([CH2:16][CH3:17])[C:3]([N:5]([CH2:9][C:10]1[CH:15]=[CH:14][CH:13]=[CH:12][CH:11]=1)[CH2:6][CH2:7]O)=[O:4].C1(P(C2C=CC=CC=2)C2C=CC=CC=2)C=CC=CC=1. Given the product [CH2:9]([N:5]1[CH2:6][CH2:7][NH:1][C@@H:2]([CH2:16][CH3:17])[C:3]1=[O:4])[C:10]1[CH:15]=[CH:14][CH:13]=[CH:12][CH:11]=1, predict the reactants needed to synthesize it. (4) Given the product [CH3:1][O:2][C:3](=[O:26])[CH2:4][C@H:5]1[C:9]2[CH:10]=[CH:11][C:12]([O:14][C@H:15]3[C:23]4[C:18](=[C:19]([O:25][C:28]5[CH:33]=[CH:32][N:31]=[C:30]([C:34]([F:37])([F:36])[F:35])[CH:29]=5)[CH:20]=[CH:21][C:22]=4[F:24])[CH2:17][CH2:16]3)=[CH:13][C:8]=2[O:7][CH2:6]1, predict the reactants needed to synthesize it. The reactants are: [CH3:1][O:2][C:3](=[O:26])[CH2:4][C@H:5]1[C:9]2[CH:10]=[CH:11][C:12]([O:14][C@H:15]3[C:23]4[C:18](=[C:19]([OH:25])[CH:20]=[CH:21][C:22]=4[F:24])[CH2:17][CH2:16]3)=[CH:13][C:8]=2[O:7][CH2:6]1.F[C:28]1[CH:33]=[CH:32][N:31]=[C:30]([C:34]([F:37])([F:36])[F:35])[CH:29]=1. (5) Given the product [CH2:34]([C:33]1[N:36]=[C:26]([CH:12]2[CH2:13][CH:14]([C:16]3[CH:17]=[CH:18][C:19]([C:22]([F:24])([F:23])[F:25])=[CH:20][CH:21]=3)[CH2:15][N:10]([C:8]([N:5]3[CH2:6][CH2:7][N:2]([CH3:1])[C:3](=[O:29])[CH2:4]3)=[O:9])[CH2:11]2)[O:28][N:32]=1)[CH3:35], predict the reactants needed to synthesize it. The reactants are: [CH3:1][N:2]1[CH2:7][CH2:6][N:5]([C:8]([N:10]2[CH2:15][CH:14]([C:16]3[CH:21]=[CH:20][C:19]([C:22]([F:25])([F:24])[F:23])=[CH:18][CH:17]=3)[CH2:13][CH:12]([C:26]([OH:28])=O)[CH2:11]2)=[O:9])[CH2:4][C:3]1=[O:29].Cl.O[N:32]=[C:33]([NH2:36])[CH2:34][CH3:35]. (6) Given the product [CH:43]([OH:44])=[O:55].[C:1]([C:5]1[CH:9]=[C:8]([NH:10][C:11]([NH:13][C@@H:14]2[C:23]3[C:18](=[CH:19][CH:20]=[CH:21][CH:22]=3)[C@H:17]([O:24][C:25]3[CH:26]=[CH:27][C:28]4[N:29]([C:31]([C@@H:34]5[CH2:38][CH2:37][CH2:36][N:35]5[CH3:39])=[N:32][N:33]=4)[CH:30]=3)[CH2:16][CH2:15]2)=[O:12])[N:7]([C:40]2[CH:51]=[CH:50][CH:49]=[C:42]([N:52]3[CH2:57][CH2:56][O:55][CH2:54][CH2:53]3)[C:41]=2[CH3:58])[N:6]=1)([CH3:4])([CH3:3])[CH3:2], predict the reactants needed to synthesize it. The reactants are: [C:1]([C:5]1[CH:9]=[C:8]([NH:10][C:11]([NH:13][C@@H:14]2[C:23]3[C:18](=[CH:19][CH:20]=[CH:21][CH:22]=3)[C@H:17]([O:24][C:25]3[CH:26]=[CH:27][C:28]4[N:29]([C:31]([C@@H:34]5[CH2:38][CH2:37][CH2:36][N:35]5[CH3:39])=[N:32][N:33]=4)[CH:30]=3)[CH2:16][CH2:15]2)=[O:12])[N:7]([C:40]2[CH:41]=[C:42]([CH:49]=[CH:50][CH:51]=2)[CH2:43][O:44]S(C)(=O)=O)[N:6]=1)([CH3:4])([CH3:3])[CH3:2].[NH:52]1[CH2:57][CH2:56][O:55][CH2:54][CH2:53]1.[CH2:58]1COCC1.